Task: Binary Classification. Given a miRNA mature sequence and a target amino acid sequence, predict their likelihood of interaction.. Dataset: Experimentally validated miRNA-target interactions with 360,000+ pairs, plus equal number of negative samples (1) The miRNA is mmu-miR-382-3p with sequence UCAUUCACGGACAACACUUUUU. The protein sequence of the target gene is MGIRGMLRAAALLLLIRTWLAESNGPSPTPKFHFELSSSTPEVILDLFNCKNCANEAVVQKILDRVLSTYDVRLRPNFGGAPVPVSVSIYVSSIEQISEINMDYTITMFLHQTWKDTRLAYYETNLNLTLDYRMHEKLWVPDCYFVNSKDAFVHDVTVENRVFQLHPDGTVRYGIRLTTTAACSLDLQKFPMDKQSCKLEVESYGYTVEDIVLSWEDDNAIHITDGLHIPQYTYLGRTITSKEVYFYTGSYMRLIVKFQVQREVRSYLVQVYWPTVLTTILSWISFWMNYDSSAARVTIG.... Result: 0 (no interaction). (2) The miRNA is hsa-miR-1181 with sequence CCGUCGCCGCCACCCGAGCCG. The protein sequence of the target gene is MSGRGKQGGKARAKAKTRSSRAGLQFPVGRVHRLLRKGNYSERVGAGAPVYLAAVLEYLTAEILELAGNAARDNKKTRIIPRHLQLAIRNDEELNKLLGRVTIAQGGVLPNIQAVLLPKKTESHHKAKGK. Result: 0 (no interaction). (3) The miRNA is hsa-miR-4260 with sequence CUUGGGGCAUGGAGUCCCA. The protein sequence of the target gene is MAAKSDGAAAVAGPGPEGPAGADRGGAGGRGEAAAGIAGPGPVEAGCPGPRYELRDCCWVLCALLVFFSDGATDLWLAASYYLQGQSTYFGLTLLFVLLPSLVVQLLSFRWFVYDYSEPAGTPGPAVSTKDSDIVGAAISTKDSAVAFRTKEGSAELVPRPAPSSAGTYRRRCCRLCVWLLQTLVHLLQLGQVWRYLRALYLGLQSRWRGERLRRHFYWQMLFESADVSMLRLLETFLRSAPQLVLQLSLLVHRGREPELLTALSISASLVSLAWTLASYQKVLRDSRDDKRPLSYKGAV.... Result: 0 (no interaction). (4) The miRNA is rno-miR-18a-5p with sequence UAAGGUGCAUCUAGUGCAGAUAG. The protein sequence of the target gene is MKTQRDGHSLGRWSLVLLLLGLVMPLAIIAQVLSYKEAVLRAIDGINQRSSDANLYRLLDLDPRPTMDGDPDTPKPVSFTVKETVCPRTTQQSPEDCDFKKDGLVKRCMGTVTLNQARGSFDISCDKDNKRFALLGDFFRKSKEKIGKEFKRIVQRIKDFLRNLVPRTES. Result: 0 (no interaction).